The task is: Regression. Given a peptide amino acid sequence and an MHC pseudo amino acid sequence, predict their binding affinity value. This is MHC class I binding data.. This data is from Peptide-MHC class I binding affinity with 185,985 pairs from IEDB/IMGT. (1) The peptide sequence is RPFNNILNL. The MHC is HLA-A33:01 with pseudo-sequence HLA-A33:01. The binding affinity (normalized) is 0. (2) The peptide sequence is LPLIVDTAA. The MHC is HLA-A01:01 with pseudo-sequence HLA-A01:01. The binding affinity (normalized) is 0.0847. (3) The peptide sequence is FPQQQRPFI. The MHC is HLA-B08:01 with pseudo-sequence HLA-B08:01. The binding affinity (normalized) is 0.564. (4) The binding affinity (normalized) is 0.299. The peptide sequence is IAGLKIEEI. The MHC is HLA-A02:06 with pseudo-sequence HLA-A02:06. (5) The MHC is HLA-B18:01 with pseudo-sequence HLA-B18:01. The peptide sequence is RRVRRRVLV. The binding affinity (normalized) is 0.213. (6) The peptide sequence is SFHSTKEEFI. The MHC is H-2-Kb with pseudo-sequence H-2-Kb. The binding affinity (normalized) is 0.198.